Dataset: Forward reaction prediction with 1.9M reactions from USPTO patents (1976-2016). Task: Predict the product of the given reaction. (1) Given the reactants C([S:4][CH:5]1[CH2:10][CH2:9][N:8]([CH:11]([C:17]2[CH:22]=[CH:21][CH:20]=[CH:19][C:18]=2[F:23])[C:12]([CH:14]2[CH2:16][CH2:15]2)=[O:13])[CH2:7]/[C:6]/1=[CH:24]\[C:25]1[CH:30]=[N:29][CH:28]=[CH:27][N:26]=1)(=O)C.[ClH:31].C(#N)C, predict the reaction product. The product is: [ClH:31].[CH:14]1([C:12](=[O:13])[CH:11]([N:8]2[CH2:9][CH2:10][CH:5]([SH:4])/[C:6](=[CH:24]/[C:25]3[CH:30]=[N:29][CH:28]=[CH:27][N:26]=3)/[CH2:7]2)[C:17]2[CH:22]=[CH:21][CH:20]=[CH:19][C:18]=2[F:23])[CH2:16][CH2:15]1. (2) Given the reactants Br[C:2]1[CH:3]=[C:4]2[C:9](=[CH:10][CH:11]=1)[NH:8][C:7](=O)[C:6]([C:13]1[CH:18]=[CH:17][CH:16]=[CH:15][CH:14]=1)=[C:5]2O.[F:20][C:21]1[CH:22]=[C:23]([C:27]([C:29]2[CH:30]=[N:31][C:32]([Cl:35])=[CH:33][CH:34]=2)=[O:28])[CH:24]=[CH:25][CH:26]=1.[Cl:36]C1C=C(C(C2C=NC=CC=2)=O)C=CC=1, predict the reaction product. The product is: [Cl:36][C:5]1[C:4]2[C:9](=[CH:10][CH:11]=[C:2]([C:27]([C:29]3[CH:30]=[N:31][C:32]([Cl:35])=[CH:33][CH:34]=3)([C:23]3[CH:24]=[CH:25][CH:26]=[C:21]([F:20])[CH:22]=3)[OH:28])[CH:3]=2)[N:8]=[CH:7][C:6]=1[C:13]1[CH:18]=[CH:17][CH:16]=[CH:15][CH:14]=1. (3) Given the reactants [CH3:1]C1C=NC=C(C=1)C(O)=O.[C:11]([O:15][C:16](=[O:29])[NH:17][C:18]1[CH:19]=[N:20][C:21](C(F)(F)F)=[CH:22][C:23]=1[I:24])([CH3:14])([CH3:13])[CH3:12], predict the reaction product. The product is: [C:11]([O:15][C:16](=[O:29])[NH:17][C:18]1[CH:19]=[N:20][CH:21]=[C:22]([CH3:1])[C:23]=1[I:24])([CH3:12])([CH3:13])[CH3:14]. (4) Given the reactants [NH2:1][C@H:2]1[CH2:7][CH2:6][CH2:5][CH2:4][C@H:3]1[NH:8][C:9](=[O:26])[C:10]1[C:15]([C:16]([F:19])([F:18])[F:17])=[CH:14][C:13]([C:20]([F:23])([F:22])[F:21])=[CH:12][C:11]=1[O:24][CH3:25].[CH3:27][C:28]([CH3:30])=O, predict the reaction product. The product is: [CH:28]([NH:1][CH:2]1[CH2:7][CH2:6][CH2:5][CH2:4][CH:3]1[NH:8][C:9](=[O:26])[C:10]1[C:15]([C:16]([F:19])([F:18])[F:17])=[CH:14][C:13]([C:20]([F:21])([F:22])[F:23])=[CH:12][C:11]=1[O:24][CH3:25])([CH3:30])[CH3:27]. (5) Given the reactants Cl.Cl.[Cl:3][CH2:4][CH2:5][N:6]1[CH2:11][CH2:10][NH:9][CH2:8][CH2:7]1.C(N(CC)CC)C.[C:19](Cl)(=[O:21])[CH3:20], predict the reaction product. The product is: [C:19]([N:9]1[CH2:10][CH2:11][N:6]([CH2:5][CH2:4][Cl:3])[CH2:7][CH2:8]1)(=[O:21])[CH3:20]. (6) Given the reactants [C:1]([C:3]1[CH:11]=[CH:10][C:6]([C:7]([OH:9])=O)=[CH:5][N:4]=1)#[N:2].[CH:12]1([CH2:15][N:16]2[C:24]3[N:23]=[C:22]([CH2:25][C:26]4[CH:31]=[CH:30][C:29]([NH:32][CH3:33])=[CH:28][CH:27]=4)[NH:21][C:20]=3[C:19](=[O:34])[N:18]([CH2:35][C:36]3[CH:41]=[CH:40][CH:39]=[CH:38][C:37]=3[F:42])[C:17]2=[O:43])[CH2:14][CH2:13]1, predict the reaction product. The product is: [C:1]([C:3]1[CH:11]=[CH:10][C:6]([C:7]([N:32]([C:29]2[CH:30]=[CH:31][C:26]([CH2:25][C:22]3[NH:21][C:20]4[C:19](=[O:34])[N:18]([CH2:35][C:36]5[CH:41]=[CH:40][CH:39]=[CH:38][C:37]=5[F:42])[C:17](=[O:43])[N:16]([CH2:15][CH:12]5[CH2:14][CH2:13]5)[C:24]=4[N:23]=3)=[CH:27][CH:28]=2)[CH3:33])=[O:9])=[CH:5][N:4]=1)#[N:2].